From a dataset of Reaction yield outcomes from USPTO patents with 853,638 reactions. Predict the reaction yield, written as a fraction of the theoretical maximum amount of product (1.0 means a 100% yield; for example, 0.34 means a 34% yield). (1) The reactants are [Cl:1][C:2]1[CH:10]=[C:9]2[C:5]([CH:6]=[CH:7][NH:8]2)=[CH:4][C:3]=1B1OCC(C)(C)CO1.[C:19](=O)([O-])[O-:20].[K+].[K+].Br[C:26]1[CH:37]=[CH:36][C:29]([O:30][CH2:31][CH2:32][C:33]([OH:35])=[O:34])=[CH:28][CH:27]=1. The catalyst is O1CCOCC1.CN(C=O)C.C1C=CC(P(C2C=CC=CC=2)[C-]2C=CC=C2)=CC=1.C1C=CC(P(C2C=CC=CC=2)[C-]2C=CC=C2)=CC=1.Cl[Pd]Cl.[Fe+2]. The product is [Cl:1][C:2]1[CH:10]=[C:9]2[C:5]([C:6]([CH:19]=[O:20])=[CH:7][NH:8]2)=[CH:4][C:3]=1[C:26]1[CH:37]=[CH:36][C:29]([O:30][CH2:31][CH2:32][C:33]([OH:35])=[O:34])=[CH:28][CH:27]=1. The yield is 0.870. (2) The reactants are [N:1]([N:3]1[C:9]2[CH:10]=[CH:11][CH:12]=[CH:13][C:8]=2[CH2:7][CH2:6][CH2:5][CH2:4]1)=O.[H-].[H-].[H-].[H-].[Li+].[Al+3]. The catalyst is C1COCC1. The product is [N:3]1([NH2:1])[C:9]2[CH:10]=[CH:11][CH:12]=[CH:13][C:8]=2[CH2:7][CH2:6][CH2:5][CH2:4]1. The yield is 0.680. (3) The reactants are [NH2:1][CH2:2][CH:3]1[O:7][C:6](=[O:8])[N:5]([C:9]2[CH:14]=[CH:13][C:12]([CH:15]3[CH2:20][CH2:19][CH:18]([OH:21])[CH:17]([F:22])[CH2:16]3)=[C:11]([F:23])[CH:10]=2)[CH2:4]1.C1(C(C2C=CC=CC=2)CCO[C:34](=[S:38])[CH:35]([F:37])[F:36])C=CC=CC=1.C(N(CC)CC)C. The catalyst is CO.ClCCl. The product is [F:36][CH:35]([F:37])[C:34]([NH:1][CH2:2][CH:3]1[O:7][C:6](=[O:8])[N:5]([C:9]2[CH:14]=[CH:13][C:12]([CH:15]3[CH2:20][CH2:19][CH:18]([OH:21])[CH:17]([F:22])[CH2:16]3)=[C:11]([F:23])[CH:10]=2)[CH2:4]1)=[S:38]. The yield is 0.410.